This data is from Full USPTO retrosynthesis dataset with 1.9M reactions from patents (1976-2016). The task is: Predict the reactants needed to synthesize the given product. (1) Given the product [CH2:1]([O:3][CH2:4][CH:5]1[CH2:10][N:9]([S:11]([C:14]2[CH:15]=[CH:16][C:17]([F:20])=[CH:18][CH:19]=2)(=[O:12])=[O:13])[C:8]2[CH:21]=[C:22]([NH2:25])[CH:23]=[CH:24][C:7]=2[O:6]1)[CH3:2], predict the reactants needed to synthesize it. The reactants are: [CH2:1]([O:3][CH2:4][CH:5]1[CH2:10][N:9]([S:11]([C:14]2[CH:19]=[CH:18][C:17]([F:20])=[CH:16][CH:15]=2)(=[O:13])=[O:12])[C:8]2[CH:21]=[C:22]([N+:25]([O-])=O)[CH:23]=[CH:24][C:7]=2[O:6]1)[CH3:2].C([O-])(O)=O.[Na+]. (2) Given the product [Cl:21][C:5]1[C:6]([NH:8][C@@H:9]2[CH2:14][CH2:13][CH2:12][CH2:11][C@H:10]2[N:15]([CH3:20])[S:16]([CH3:19])(=[O:18])=[O:17])=[N:7][C:2]([NH:39][C:25]2[C:24]([O:23][CH3:22])=[CH:38][C:28]3[CH2:29][CH2:30][N:31]([CH2:34][CH2:35][O:36][CH3:37])[CH2:32][CH2:33][C:27]=3[CH:26]=2)=[N:3][CH:4]=1, predict the reactants needed to synthesize it. The reactants are: Cl[C:2]1[N:7]=[C:6]([NH:8][C@@H:9]2[CH2:14][CH2:13][CH2:12][CH2:11][C@H:10]2[N:15]([CH3:20])[S:16]([CH3:19])(=[O:18])=[O:17])[C:5]([Cl:21])=[CH:4][N:3]=1.[CH3:22][O:23][C:24]1[C:25]([NH2:39])=[CH:26][C:27]2[CH2:33][CH2:32][N:31]([CH2:34][CH2:35][O:36][CH3:37])[CH2:30][CH2:29][C:28]=2[CH:38]=1.C12(CS(O)(=O)=O)C(C)(C)C(CC1)CC2=O.C(=O)([O-])[O-]. (3) Given the product [CH3:1][C:2]1[CH:7]=[C:6]([N:8]2[CH2:12][CH2:11][CH:10]([N:13]3[CH2:17][CH2:16][CH2:15][CH:14]3[CH3:18])[CH2:9]2)[CH:5]=[CH:4][C:3]=1[NH:19][C:31]([C:26]1[C:25]2[C:29](=[CH:30][C:22]([O:21][CH3:20])=[CH:23][CH:24]=2)[NH:28][N:27]=1)=[O:32], predict the reactants needed to synthesize it. The reactants are: [CH3:1][C:2]1[CH:7]=[C:6]([N:8]2[CH2:12][CH2:11][CH:10]([N:13]3[CH2:17][CH2:16][CH2:15][CH:14]3[CH3:18])[CH2:9]2)[CH:5]=[CH:4][C:3]=1[NH2:19].[CH3:20][O:21][C:22]1[CH:30]=[C:29]2[C:25]([C:26]([C:31](O)=[O:32])=[N:27][NH:28]2)=[CH:24][CH:23]=1. (4) Given the product [CH2:24]([O:26][C:27]1[CH:28]=[N:29][C:30]([N:33]2[C:38](=[O:39])[C:37]([CH2:40][C:41]3[CH:42]=[CH:43][C:44]([C:47]4[CH:56]=[CH:55][CH:54]=[CH:53][C:48]=4[C:49]4[NH:50][C:1](=[O:2])[O:52][N:51]=4)=[N:45][CH:46]=3)=[C:36]([CH2:57][CH2:58][CH3:59])[N:35]=[C:34]2[CH:60]([CH3:62])[CH3:61])=[N:31][CH:32]=1)[CH3:25], predict the reactants needed to synthesize it. The reactants are: [C:1](N1C=CN=C1)(N1C=CN=C1)=[O:2].N12CCCN=C1CCCCC2.[CH2:24]([O:26][C:27]1[CH:28]=[N:29][C:30]([N:33]2[C:38](=[O:39])[C:37]([CH2:40][C:41]3[CH:42]=[CH:43][C:44]([C:47]4[CH:56]=[CH:55][CH:54]=[CH:53][C:48]=4[C:49](=[N:51][OH:52])[NH2:50])=[N:45][CH:46]=3)=[C:36]([CH2:57][CH2:58][CH3:59])[N:35]=[C:34]2[CH:60]([CH3:62])[CH3:61])=[N:31][CH:32]=1)[CH3:25].Cl.